This data is from Catalyst prediction with 721,799 reactions and 888 catalyst types from USPTO. The task is: Predict which catalyst facilitates the given reaction. (1) Reactant: C1C=C[NH+]=CC=1.[O-][Cr](Cl)(=O)=O.[Br:12][CH2:13][CH2:14][CH2:15][CH2:16][CH2:17][CH2:18][CH2:19][OH:20]. Product: [Br:12][CH2:13][CH2:14][CH2:15][CH2:16][CH2:17][CH2:18][CH:19]=[O:20]. The catalyst class is: 2. (2) Product: [Cl:14][C:15]1[CH:23]=[C:22]2[C:18]([C:19]([NH:24][C:4](=[O:5])[C:3]([F:8])([F:7])[C:2]([F:13])([F:1])[C:9]([F:12])([F:11])[F:10])=[N:20][NH:21]2)=[CH:17][CH:16]=1. The catalyst class is: 17. Reactant: [F:1][C:2]([F:13])([C:9]([F:12])([F:11])[F:10])[C:3]([F:8])([F:7])[C:4](Cl)=[O:5].[Cl:14][C:15]1[CH:23]=[C:22]2[C:18]([C:19]([NH2:24])=[N:20][NH:21]2)=[CH:17][CH:16]=1. (3) Reactant: [CH2:1]1[C:5]2([CH2:10][CH2:9][NH:8][CH2:7][CH2:6]2)[CH2:4][CH2:3][N:2]1[C:11]([C:13]1[CH:18]=[CH:17][C:16]([C:19]2[O:20][C:21]3[C:27]([CH:28]([CH3:30])[CH3:29])=[CH:26][C:25]([C:31]#[N:32])=[CH:24][C:22]=3[N:23]=2)=[CH:15][CH:14]=1)=[O:12].C(=O)([O-])[O-].[K+].[K+].Cl[C:40]1[N:45]=[C:44]([C:46]([F:49])([F:48])[F:47])[CH:43]=[CH:42][N:41]=1. Product: [CH:28]([C:27]1[C:21]2[O:20][C:19]([C:16]3[CH:15]=[CH:14][C:13]([C:11]([N:2]4[CH2:3][CH2:4][C:5]5([CH2:10][CH2:9][N:8]([C:40]6[N:45]=[C:44]([C:46]([F:49])([F:48])[F:47])[CH:43]=[CH:42][N:41]=6)[CH2:7][CH2:6]5)[CH2:1]4)=[O:12])=[CH:18][CH:17]=3)=[N:23][C:22]=2[CH:24]=[C:25]([C:31]#[N:32])[CH:26]=1)([CH3:30])[CH3:29]. The catalyst class is: 5.